Dataset: Reaction yield outcomes from USPTO patents with 853,638 reactions. Task: Predict the reaction yield, written as a fraction of the theoretical maximum amount of product (1.0 means a 100% yield; for example, 0.34 means a 34% yield). (1) The reactants are [CH:1]1([CH2:8][CH2:9][NH:10][C:11](=[O:58])[C@H:12]([CH3:57])[C@H:13]([C@@H:16]2[CH2:20][CH2:19][CH2:18][N:17]2[C:21](=[O:56])[CH2:22][C@@H:23]([O:54][CH3:55])[C@@H:24]([N:29]([CH3:53])[C:30](=[O:52])[C@@H:31]([NH:35][C:36]([C@:38]2([CH3:51])[CH2:43][CH2:42][CH2:41][CH2:40][N:39]2C(OC(C)(C)C)=O)=[O:37])[CH:32]([CH3:34])[CH3:33])[C@@H:25]([CH3:28])[CH2:26][CH3:27])[O:14][CH3:15])[CH:7]=[CH:6][CH:5]=[CH:4][CH:3]=[CH:2]1.[ClH:59]. The catalyst is O1CCOCC1. The product is [ClH:59].[CH:1]1([CH2:8][CH2:9][NH:10][C:11](=[O:58])[C@H:12]([CH3:57])[C@H:13]([C@@H:16]2[CH2:20][CH2:19][CH2:18][N:17]2[C:21](=[O:56])[CH2:22][C@@H:23]([O:54][CH3:55])[C@@H:24]([N:29]([CH3:53])[C:30](=[O:52])[C@@H:31]([NH:35][C:36]([C@:38]2([CH3:51])[CH2:43][CH2:42][CH2:41][CH2:40][NH:39]2)=[O:37])[CH:32]([CH3:34])[CH3:33])[C@@H:25]([CH3:28])[CH2:26][CH3:27])[O:14][CH3:15])[CH:2]=[CH:3][CH:4]=[CH:5][CH:6]=[CH:7]1. The yield is 0.890. (2) The reactants are Br[C:2]1[CH:3]=[C:4]([CH:10]=[O:11])[S:5][C:6]=1[N+:7]([O-:9])=[O:8].[NH:12]1[C:16](B(O)O)=[CH:15][CH:14]=[N:13]1.COCCOC.C(Cl)Cl. The catalyst is C1(P([C-]2C=CC=C2)C2C=CC=CC=2)C=CC=CC=1.[C-]1(P(C2C=CC=CC=2)C2C=CC=CC=2)C=CC=C1.[Fe+2].O.C(N(CC)CC)C. The product is [N+:7]([C:6]1[S:5][C:4]([CH:10]=[O:11])=[CH:3][C:2]=1[C:16]1[CH:15]=[CH:14][NH:13][N:12]=1)([O-:9])=[O:8]. The yield is 0.280.